Dataset: Catalyst prediction with 721,799 reactions and 888 catalyst types from USPTO. Task: Predict which catalyst facilitates the given reaction. Reactant: [C:1]([O:5][C:6]([N:8]1[CH2:12][CH2:11][CH2:10][CH:9]1[CH:13]=O)=[O:7])([CH3:4])([CH3:3])[CH3:2].[ClH:15].[NH2:16][OH:17].O.ClN1C(=O)[CH2:23][CH2:22][C:21]1=O.N1[CH:32]=[CH:31][CH:30]=[CH:29][CH:28]=1. Product: [C:1]([O:5][C:6]([N:8]1[CH2:12][CH2:11][CH2:10][CH:9]1[C:13]1[CH:28]=[C:29]([C:30]2[CH:23]=[CH:22][CH:21]=[C:32]([Cl:15])[CH:31]=2)[O:17][N:16]=1)=[O:7])([CH3:2])([CH3:3])[CH3:4]. The catalyst class is: 369.